From a dataset of Reaction yield outcomes from USPTO patents with 853,638 reactions. Predict the reaction yield, written as a fraction of the theoretical maximum amount of product (1.0 means a 100% yield; for example, 0.34 means a 34% yield). (1) The reactants are CC(OI1(OC(C)=O)(OC(C)=O)OC(=O)C2C=CC=CC1=2)=O.[Cl:23][C:24]1[C:32]2[N:31]=[C:30]3[N:33]([C:37]4[CH:42]=[CH:41][C:40]([Cl:43])=[CH:39][C:38]=4[Cl:44])[CH2:34][CH2:35][CH2:36][N:29]3[C:28]=2[C:27]([CH:45]([OH:48])[CH2:46][CH3:47])=[CH:26][CH:25]=1. The catalyst is C(#N)C.C(=O)([O-])O.[Na+]. The product is [Cl:23][C:24]1[C:32]2[N:31]=[C:30]3[N:33]([C:37]4[CH:42]=[CH:41][C:40]([Cl:43])=[CH:39][C:38]=4[Cl:44])[CH2:34][CH2:35][CH2:36][N:29]3[C:28]=2[C:27]([C:45](=[O:48])[CH2:46][CH3:47])=[CH:26][CH:25]=1. The yield is 0.880. (2) The reactants are [C:1]12[C:7](=[CH:8][CH:9]=[CH:10][CH:11]=1)[NH:6]C(=O)[O:4][C:2]2=O.C([N:15](CC)CC)C.C[CH2:21][OH:22].O. No catalyst specified. The product is [NH2:6][C:7]1[CH:8]=[CH:9][CH:10]=[CH:11][C:1]=1[C:2]([NH:15][O:22][CH3:21])=[O:4]. The yield is 0.490. (3) The reactants are [C:1]([N:4]1[C:13]2[C:8](=[CH:9][C:10](Br)=[C:11]([N+:14]([O-:16])=[O:15])[CH:12]=2)[N:7]([C:18]([O:20][CH:21]([CH3:23])[CH3:22])=[O:19])[CH2:6][C@@H:5]1[CH3:24])(=[O:3])[CH3:2].CC1(C)C(C)(C)OB([C:33]2[CH:38]=[CH:37][C:36]([S:39]([CH3:42])(=[O:41])=[O:40])=[CH:35][CH:34]=2)O1.C(=O)([O-])[O-].[Cs+].[Cs+].CC(C1C=C(C(C)C)C(C2C=CC=CC=2P(C2CCCCC2)C2CCCCC2)=C(C(C)C)C=1)C. The catalyst is O1CCOCC1.O.C1C=CC(/C=C/C(/C=C/C2C=CC=CC=2)=O)=CC=1.C1C=CC(/C=C/C(/C=C/C2C=CC=CC=2)=O)=CC=1.C1C=CC(/C=C/C(/C=C/C2C=CC=CC=2)=O)=CC=1.[Pd].[Pd]. The product is [C:1]([N:4]1[C:13]2[C:8](=[CH:9][C:10]([C:33]3[CH:38]=[CH:37][C:36]([S:39]([CH3:42])(=[O:41])=[O:40])=[CH:35][CH:34]=3)=[C:11]([N+:14]([O-:16])=[O:15])[CH:12]=2)[N:7]([C:18]([O:20][CH:21]([CH3:23])[CH3:22])=[O:19])[CH2:6][C@@H:5]1[CH3:24])(=[O:3])[CH3:2]. The yield is 0.830. (4) The reactants are [NH2:1][C:2]1[CH:3]=[C:4]([CH:9]=[CH:10][C:11]=1[Cl:12])[C:5]([O:7][CH3:8])=[O:6].[Br:13]N1C(=O)CCC1=O.C(OCC)(=O)C.C(OCC)C. The catalyst is CN(C)C=O. The product is [NH2:1][C:2]1[C:11]([Cl:12])=[CH:10][C:9]([Br:13])=[C:4]([CH:3]=1)[C:5]([O:7][CH3:8])=[O:6]. The yield is 0.920. (5) The reactants are [F:1][C:2]([F:35])([F:34])[C:3]1[CH:33]=[CH:32][C:6]([O:7][CH2:8][CH:9]2[CH2:14][CH2:13][CH2:12][N:11]([CH2:15][C:16]([C:18]3([C:22]4[CH:27]=[CH:26][C:25]([C:28]([F:31])([F:30])[F:29])=[CH:24][CH:23]=4)[CH2:21][CH2:20][CH2:19]3)=[O:17])[CH2:10]2)=[CH:5][CH:4]=1.[BH4-].[Na+].O. The catalyst is CO. The product is [F:34][C:2]([F:1])([F:35])[C:3]1[CH:4]=[CH:5][C:6]([O:7][CH2:8][CH:9]2[CH2:14][CH2:13][CH2:12][N:11]([CH2:15][CH:16]([C:18]3([C:22]4[CH:23]=[CH:24][C:25]([C:28]([F:31])([F:29])[F:30])=[CH:26][CH:27]=4)[CH2:21][CH2:20][CH2:19]3)[OH:17])[CH2:10]2)=[CH:32][CH:33]=1. The yield is 0.670. (6) The reactants are [CH2:1]([C:3]1[C:4](=[O:12])[N:5]=[C:6]2[C:11]=1[CH:10]=[CH:9][CH:8]=[CH:7]2)[CH3:2].[CH2:13]([Li])[CH2:14][CH2:15][CH3:16].CN(C)[CH2:20][CH2:21]N(C)C.I[CH2:27][CH3:28].[NH4+].[Cl-:30]. The catalyst is C1COCC1. The product is [Cl:30][C:14]1[CH:15]=[C:16]([C:9]2[CH:10]=[C:11]3[C:6](=[CH:7][CH:8]=2)[NH:5][C:4](=[O:12])[C:3]3([CH2:20][CH3:21])[CH2:1][CH3:2])[CH:27]=[CH:28][CH:13]=1. The yield is 0.450. (7) The reactants are [C:1]([CH2:3][CH2:4][CH2:5][CH2:6][CH:7](/[CH:19]=[CH:20]/[C:21]1[CH:26]=[CH:25][CH:24]=[CH:23][C:22]=1[OH:27])[CH2:8][C:9]1[CH:18]=[CH:17][C:12]([C:13]([O:15][CH3:16])=[O:14])=[CH:11][CH:10]=1)#[N:2].[C:28]([C:32]1[CH:39]=[CH:38][C:35]([CH2:36]Br)=[CH:34][CH:33]=1)([CH3:31])([CH3:30])[CH3:29].C(=O)([O-])[O-].[K+].[K+]. The catalyst is C(#N)C. The product is [C:28]([C:32]1[CH:33]=[CH:34][C:35]([CH2:36][O:27][C:22]2[CH:23]=[CH:24][CH:25]=[CH:26][C:21]=2/[CH:20]=[CH:19]/[CH:7]([CH2:6][CH2:5][CH2:4][CH2:3][C:1]#[N:2])[CH2:8][C:9]2[CH:18]=[CH:17][C:12]([C:13]([O:15][CH3:16])=[O:14])=[CH:11][CH:10]=2)=[CH:38][CH:39]=1)([CH3:31])([CH3:29])[CH3:30]. The yield is 0.920. (8) The reactants are [CH3:1][O:2][C:3](=[O:9])[C:4]([CH3:8])=[CH:5][CH2:6][CH3:7].[Br:10]N1C(=O)CCC1=O. The catalyst is C(Cl)(Cl)(Cl)Cl. The product is [CH3:1][O:2][C:3](=[O:9])[C:4]([CH3:8])=[CH:5][CH:6]([Br:10])[CH3:7]. The yield is 0.820.